This data is from Experimentally validated miRNA-target interactions with 360,000+ pairs, plus equal number of negative samples. The task is: Binary Classification. Given a miRNA mature sequence and a target amino acid sequence, predict their likelihood of interaction. (1) The miRNA is rno-let-7d-5p with sequence AGAGGUAGUAGGUUGCAUAGUU. The protein sequence of the target gene is MRQDKLTGSLRRGGRCLKRQGGGGVGTILSNVLKKRSCISRTAPRLLCTLEPGVDTKLKFTLEPSLGQNGFQQWYDALKAVARLSTGIPKEWRRKVWLTLADHYLHSIAIDWDKTMRFTFNERSNPDDDSMGIQIVKDLHRTGCSSYCGQEAEQDRVVLKRVLLAYARWNKNVGYCQGFNILAALILEVMEGNEGDALKIMIYLIDKVLPESYFVNNLRALSVDMAVFRDLLRLKLPELSQHLDTLQRTANKESGGGYEPPLTNVFTMQWFLTLFATCLPNHTVLKIWDSVFFEGSEIIL.... Result: 0 (no interaction). (2) The miRNA is hsa-miR-548a-3p with sequence CAAAACUGGCAAUUACUUUUGC. The protein sequence of the target gene is MDSQRELAEELRLYQSTLLQDGLKDLLEEKKFIDCTLKAGDKSFPCHRLILSACSPYFREYFLSEIEEEKKKEVALDNVDPAILDLIIKYLYSASIDLNDGNVQDIFALSSRFQIPSVFTVCVSYLQKRLAPGNCLAILRLGLLLDCPRLAISAREFVSDRFVQICKEEDFMQLSPQELISVISNDSLNVEKEEVVFEAVMKWVRTDKENRAKNLSEVFDCIRFRLMAEKYFKDHVEKDDIIKSNPEVQKKIKVLKDAFAGKLPEPSKNAEKAGAGEVNGDVGDEDLLPGYLNDIPRHGM.... Result: 0 (no interaction). (3) The miRNA is hsa-miR-6868-5p with sequence ACUGGCAGAACACUGAAGCAGC. The protein sequence of the target gene is MSYKPIAPAPSSTPGSSTPGPGTPVPTGSVPSPSGSVPGAGAPFRPLFNDFGPPSMGYVQAMKPPGAQGSQSTYTDLLSVIEEMGKEIRPTYAGSKSAMERLKRGIIHARALVRECLAETERNART. Result: 0 (no interaction).